This data is from Reaction yield outcomes from USPTO patents with 853,638 reactions. The task is: Predict the reaction yield, written as a fraction of the theoretical maximum amount of product (1.0 means a 100% yield; for example, 0.34 means a 34% yield). (1) The reactants are [F:1][C:2]([F:16])([F:15])[C:3](=O)[CH2:4][S:5]([C:7]1[CH:12]=[CH:11][C:10]([CH3:13])=[CH:9][CH:8]=1)=[O:6].C[Si](C)(C)[N:19]=P(C1C=CC=CC=1)(C1C=CC=CC=1)C1C=CC=CC=1. The catalyst is C1(C)C=CC=CC=1. The product is [C:10]1([CH3:13])[CH:11]=[CH:12][C:7]([S:5](/[CH:4]=[C:3](\[NH2:19])/[C:2]([F:16])([F:15])[F:1])=[O:6])=[CH:8][CH:9]=1. The yield is 0.920. (2) The reactants are I[C:2]1[N:3]([CH2:9][CH2:10][N:11]2[CH2:15][CH2:14][CH2:13][CH2:12]2)[C:4](I)=[C:5]([I:7])[N:6]=1.[Li]C(C)(C)C.O. The catalyst is C1COCC1. The product is [I:7][C:5]1[N:6]=[CH:2][N:3]([CH2:9][CH2:10][N:11]2[CH2:15][CH2:14][CH2:13][CH2:12]2)[CH:4]=1. The yield is 0.960. (3) The reactants are [F:1][C:2]([F:13])([F:12])[C:3]1[CH:4]=[C:5](B(O)O)[CH:6]=[CH:7][CH:8]=1.[OH:14][N:15]1[C:19](=[O:20])[C:18]2=[CH:21][CH:22]=[CH:23][CH:24]=[C:17]2[C:16]1=[O:25]. No catalyst specified. The product is [F:1][C:2]([F:13])([F:12])[C:3]1[CH:4]=[C:5]([CH:6]=[CH:7][CH:8]=1)[O:14][N:15]1[C:16](=[O:25])[C:17]2=[CH:24][CH:23]=[CH:22][CH:21]=[C:18]2[C:19]1=[O:20]. The yield is 0.880. (4) The yield is 0.460. The catalyst is CO. The reactants are [NH2:1][C:2]1[CH:10]=[CH:9][C:5]([C:6]([OH:8])=[O:7])=[CH:4][C:3]=1[OH:11].[C:12](OC)(OC)(OC)[CH3:13]. The product is [CH3:12][C:13]1[O:11][C:3]2[CH:4]=[C:5]([C:6]([OH:8])=[O:7])[CH:9]=[CH:10][C:2]=2[N:1]=1. (5) The reactants are [CH3:1][C:2]1[O:6][N:5]=[C:4]([C:7]2[CH:12]=[CH:11][CH:10]=[CH:9][CH:8]=2)[C:3]=1[CH2:13][O:14][C:15]1[CH:23]=[CH:22][C:18]([C:19]([OH:21])=O)=[CH:17][N:16]=1.[CH2:24]([CH2:26][NH2:27])[OH:25]. No catalyst specified. The product is [OH:25][CH2:24][CH2:26][NH:27][C:19](=[O:21])[C:18]1[CH:22]=[CH:23][C:15]([O:14][CH2:13][C:3]2[C:4]([C:7]3[CH:8]=[CH:9][CH:10]=[CH:11][CH:12]=3)=[N:5][O:6][C:2]=2[CH3:1])=[N:16][CH:17]=1. The yield is 0.810. (6) The reactants are N[C:2]1[C:7]([Cl:8])=[CH:6][C:5]([Cl:9])=[C:4]([CH3:10])[N:3]=1.[BrH:11].BrBr.N([O-])=O.[Na+].[OH-].[Na+]. The catalyst is O. The product is [Br:11][C:2]1[C:7]([Cl:8])=[CH:6][C:5]([Cl:9])=[C:4]([CH3:10])[N:3]=1. The yield is 0.450. (7) The reactants are [C:1]([CH2:9][C:10]#[N:11])(=O)[C:2]1[CH:7]=[CH:6][CH:5]=[CH:4][CH:3]=1.C(O)(=O)C.[OH:16][CH2:17][CH2:18][NH:19][NH2:20]. The catalyst is O. The product is [NH2:11][C:10]1[N:19]([CH2:18][CH2:17][OH:16])[N:20]=[C:1]([C:2]2[CH:7]=[CH:6][CH:5]=[CH:4][CH:3]=2)[CH:9]=1. The yield is 0.790.